This data is from Catalyst prediction with 721,799 reactions and 888 catalyst types from USPTO. The task is: Predict which catalyst facilitates the given reaction. (1) Reactant: [Cl:1][C:2]1[C:7]([CH3:8])=[CH:6][C:5]([OH:9])=[C:4]([CH:10]([CH3:12])[CH3:11])[CH:3]=1.[P:13](Cl)([Cl:16])([Cl:15])=[O:14].CCN(CC)CC. Product: [P:13]([Cl:16])([Cl:15])([O:9][C:5]1[CH:6]=[C:7]([CH3:8])[C:2]([Cl:1])=[CH:3][C:4]=1[CH:10]([CH3:12])[CH3:11])=[O:14]. The catalyst class is: 28. (2) Reactant: [NH:1]1[C:10]2[C:5](=[CH:6][CH:7]=[CH:8][CH:9]=2)[CH2:4][CH2:3][C:2]1=[O:11].[H-].[Na+].[Cl:14][CH2:15][CH2:16][CH2:17]I. Product: [Cl:14][CH2:15][CH2:16][CH2:17][N:1]1[C:10]2[C:5](=[CH:6][CH:7]=[CH:8][CH:9]=2)[CH2:4][CH2:3][C:2]1=[O:11]. The catalyst class is: 3. (3) Reactant: [OH:1][NH:2][C:3]([C:5]1[CH:6]=[C:7]([CH:11]=[CH:12][CH:13]=1)[C:8]([OH:10])=[O:9])=[NH:4].[C:14](OC(=O)C)(=O)[CH3:15]. Product: [CH3:14][C:15]1[O:1][N:2]=[C:3]([C:5]2[CH:6]=[C:7]([CH:11]=[CH:12][CH:13]=2)[C:8]([OH:10])=[O:9])[N:4]=1. The catalyst class is: 15.